Dataset: Reaction yield outcomes from USPTO patents with 853,638 reactions. Task: Predict the reaction yield, written as a fraction of the theoretical maximum amount of product (1.0 means a 100% yield; for example, 0.34 means a 34% yield). (1) The reactants are [NH2:1][C:2]1[N:7]=[CH:6][N:5]=[C:4]2[N:8]([CH:12]([C:14]3[O:15][C:16]4[C:21]([C:22](=[O:31])[C:23]=3[C:24]3[CH:29]=[CH:28][CH:27]=[C:26]([F:30])[CH:25]=3)=[CH:20][CH:19]=[CH:18][CH:17]=4)[CH3:13])[N:9]=[C:10](I)[C:3]=12.[NH:32]1[C:40]2[C:35](=[CH:36][CH:37]=[C:38](B3OC(C)(C)C(C)(C)O3)[CH:39]=2)[CH:34]=[CH:33]1.C(=O)([O-])[O-].[Na+].[Na+].ClCCl. The catalyst is CN(C=O)C.C(O)C.O. The product is [NH2:1][C:2]1[N:7]=[CH:6][N:5]=[C:4]2[N:8]([CH:12]([C:14]3[O:15][C:16]4[C:21]([C:22](=[O:31])[C:23]=3[C:24]3[CH:29]=[CH:28][CH:27]=[C:26]([F:30])[CH:25]=3)=[CH:20][CH:19]=[CH:18][CH:17]=4)[CH3:13])[N:9]=[C:10]([C:38]3[CH:39]=[C:40]4[C:35]([CH:34]=[CH:33][NH:32]4)=[CH:36][CH:37]=3)[C:3]=12. The yield is 0.150. (2) The reactants are C[O:2][C:3]1[CH:4]=[C:5]([NH:11][S:12]([CH3:15])(=[O:14])=[O:13])[CH:6]=[C:7]([O:9]C)[CH:8]=1.B(Br)(Br)Br. The product is [OH:2][C:3]1[CH:4]=[C:5]([NH:11][S:12]([CH3:15])(=[O:14])=[O:13])[CH:6]=[C:7]([OH:9])[CH:8]=1. The yield is 0.260. The catalyst is ClCCl.C(OCC)(=O)C. (3) The reactants are C([Li])CCC.[CH:6]([NH:9][CH:10]([CH3:12])C)([CH3:8])C.FC1[C:19]([I:20])=CC=CN=1.[F:21][C:22]([F:29])([F:28])[C:23](OCC)=O.O.[NH2:31][NH2:32]. The catalyst is CCCCCC.O1CCCC1.O.C(OCC)(=O)C. The product is [I:20][C:19]1[CH:8]=[CH:6][N:9]=[C:10]2[NH:31][N:32]=[C:23]([C:22]([F:29])([F:28])[F:21])[C:12]=12. The yield is 0.690. (4) The reactants are [NH2:1][C:2]1[CH:15]=[CH:14][CH:13]=[CH:12][C:3]=1C(C1C=CC=CN=1)=O.[F:16][C:17]([F:28])([F:27])[C:18](O[C:18](=[O:19])[C:17]([F:28])([F:27])[F:16])=[O:19]. The catalyst is C(Cl)(Cl)Cl. The product is [F:16][C:17]([F:28])([F:27])[C:18]([NH:1][C:2]1[CH:3]=[CH:12][CH:13]=[CH:14][CH:15]=1)=[O:19]. The yield is 0.990. (5) The reactants are [H-].[Na+].[CH3:3][C:4]1[CH:9]=[C:8]([CH3:10])[CH:7]=[C:6]([CH3:11])[C:5]=1[OH:12].Cl[C:14]1[CH:19]=[CH:18][N:17]=[C:16]([NH:20][C:21]2[CH:28]=[CH:27][C:24]([C:25]#[N:26])=[CH:23][CH:22]=2)[N:15]=1.O. The catalyst is O1CCOCC1. The product is [CH3:3][C:4]1[CH:9]=[C:8]([CH3:10])[CH:7]=[C:6]([CH3:11])[C:5]=1[O:12][C:18]1[CH:19]=[CH:14][N:15]=[C:16]([NH:20][C:21]2[CH:28]=[CH:27][C:24]([C:25]#[N:26])=[CH:23][CH:22]=2)[N:17]=1. The yield is 0.894.